This data is from NCI-60 drug combinations with 297,098 pairs across 59 cell lines. The task is: Regression. Given two drug SMILES strings and cell line genomic features, predict the synergy score measuring deviation from expected non-interaction effect. (1) Drug 1: C1C(C(OC1N2C=C(C(=O)NC2=O)F)CO)O. Drug 2: C1CNP(=O)(OC1)N(CCCl)CCCl. Synergy scores: CSS=47.7, Synergy_ZIP=0.277, Synergy_Bliss=1.35, Synergy_Loewe=-40.1, Synergy_HSA=0.0709. Cell line: SR. (2) Drug 1: C1CCC(CC1)NC(=O)N(CCCl)N=O. Drug 2: CC1=C(C(=O)C2=C(C1=O)N3CC4C(C3(C2COC(=O)N)OC)N4)N. Cell line: LOX IMVI. Synergy scores: CSS=46.1, Synergy_ZIP=-5.00, Synergy_Bliss=-5.89, Synergy_Loewe=-2.12, Synergy_HSA=-0.130. (3) Drug 1: CC1=C2C(C(=O)C3(C(CC4C(C3C(C(C2(C)C)(CC1OC(=O)C(C(C5=CC=CC=C5)NC(=O)C6=CC=CC=C6)O)O)OC(=O)C7=CC=CC=C7)(CO4)OC(=O)C)O)C)OC(=O)C. Drug 2: C1CN1C2=NC(=NC(=N2)N3CC3)N4CC4. Cell line: SNB-19. Synergy scores: CSS=15.8, Synergy_ZIP=-6.88, Synergy_Bliss=-2.68, Synergy_Loewe=-3.95, Synergy_HSA=-1.76.